From a dataset of Reaction yield outcomes from USPTO patents with 853,638 reactions. Predict the reaction yield, written as a fraction of the theoretical maximum amount of product (1.0 means a 100% yield; for example, 0.34 means a 34% yield). The reactants are [CH:1]([C:3]1[CH:8]=[CH:7][CH:6]=[CH:5][C:4]=1B(O)O)=[O:2].Br[C:13]1[O:14][CH:15]=[CH:16][CH:17]=1.C(=O)([O-])[O-].[Na+].[Na+]. The catalyst is Cl[Pd](Cl)([P](C1C=CC=CC=1)(C1C=CC=CC=1)C1C=CC=CC=1)[P](C1C=CC=CC=1)(C1C=CC=CC=1)C1C=CC=CC=1.C(#N)C. The product is [O:14]1[CH:15]=[CH:16][CH:17]=[C:13]1[C:4]1[CH:5]=[CH:6][CH:7]=[CH:8][C:3]=1[CH:1]=[O:2]. The yield is 0.340.